Dataset: Full USPTO retrosynthesis dataset with 1.9M reactions from patents (1976-2016). Task: Predict the reactants needed to synthesize the given product. Given the product [CH:1]1([CH:4]2[CH2:9][N:8]([CH2:11][CH2:12][C:13]3[CH:18]=[CH:17][C:16]([N+:19]([O-:21])=[O:20])=[CH:15][CH:14]=3)[CH2:7][CH2:6][N:5]2[CH2:11][CH2:12][C:13]2[CH:14]=[CH:15][C:16]([N+:19]([O-:21])=[O:20])=[CH:17][CH:18]=2)[CH2:3][CH2:2]1, predict the reactants needed to synthesize it. The reactants are: [CH:1]1([CH:4]2[CH2:9][NH:8][CH2:7][CH2:6][NH:5]2)[CH2:3][CH2:2]1.Br[CH2:11][CH2:12][C:13]1[CH:18]=[CH:17][C:16]([N+:19]([O-:21])=[O:20])=[CH:15][CH:14]=1.C([O-])([O-])=O.[K+].[K+].